Dataset: Full USPTO retrosynthesis dataset with 1.9M reactions from patents (1976-2016). Task: Predict the reactants needed to synthesize the given product. (1) Given the product [C:1]([O:5][CH:6]([C:10]1[C:19]([CH3:20])=[CH:18][C:17]2[C:12](=[CH:13][C:14]([CH2:21][CH2:22][CH:23]3[CH2:25][CH2:24]3)=[CH:15][CH:16]=2)[C:11]=1[C:26]1[CH:27]=[CH:28][C:29]([Cl:32])=[CH:30][CH:31]=1)[C:7]([OH:9])=[O:8])([CH3:4])([CH3:2])[CH3:3], predict the reactants needed to synthesize it. The reactants are: [C:1]([O:5][CH:6]([C:10]1[C:19]([CH3:20])=[CH:18][C:17]2[C:12](=[CH:13][C:14]([C:21]#[C:22][CH:23]3[CH2:25][CH2:24]3)=[CH:15][CH:16]=2)[C:11]=1[C:26]1[CH:31]=[CH:30][C:29]([Cl:32])=[CH:28][CH:27]=1)[C:7]([OH:9])=[O:8])([CH3:4])([CH3:3])[CH3:2]. (2) Given the product [CH3:4][C:2]([S@:5]([NH:7][C@H:8]([C:9]1[CH:14]=[CH:13][C:12]([O:15][C:16]([F:17])([F:18])[F:19])=[CH:11][CH:10]=1)[CH3:20])=[O:6])([CH3:1])[CH3:3], predict the reactants needed to synthesize it. The reactants are: [CH3:1][C:2]([S@:5](/[N:7]=[CH:8]/[C:9]1[CH:14]=[CH:13][C:12]([O:15][C:16]([F:19])([F:18])[F:17])=[CH:11][CH:10]=1)=[O:6])([CH3:4])[CH3:3].[CH3:20][Mg]Br.CCOC(C)=O.CCCCCCC. (3) Given the product [NH2:28][C:29]1[C:34]([S:35]([N:38]([CH3:40])[CH3:39])(=[O:37])=[O:36])=[CH:33][C:32]([C:20]2[CH:21]=[CH:22][C:16]3[O:15][CH2:14][CH2:13][N:12]([C:10]4[C:9]5[CH2:8][C:7]([CH3:27])([CH3:26])[CH2:6][CH2:5][C:4]=5[N:3]=[C:2]([CH3:1])[N:11]=4)[CH2:18][C:17]=3[CH:19]=2)=[CH:31][N:30]=1, predict the reactants needed to synthesize it. The reactants are: [CH3:1][C:2]1[N:11]=[C:10]([N:12]2[CH2:18][C:17]3[CH:19]=[C:20](B(O)O)[CH:21]=[CH:22][C:16]=3[O:15][CH2:14][CH2:13]2)[C:9]2[CH2:8][C:7]([CH3:27])([CH3:26])[CH2:6][CH2:5][C:4]=2[N:3]=1.[NH2:28][C:29]1[C:34]([S:35]([N:38]([CH3:40])[CH3:39])(=[O:37])=[O:36])=[CH:33][C:32](Br)=[CH:31][N:30]=1. (4) Given the product [CH:1]1([O:4][C:5]2[CH:21]=[CH:20][C:8]([C:9]([NH:11][C:12]3([C:15]([OH:17])=[O:16])[CH2:13][CH2:14]3)=[O:10])=[CH:7][CH:6]=2)[CH2:3][CH2:2]1, predict the reactants needed to synthesize it. The reactants are: [CH:1]1([O:4][C:5]2[CH:21]=[CH:20][C:8]([C:9]([NH:11][C:12]3([C:15]([O:17]CC)=[O:16])[CH2:14][CH2:13]3)=[O:10])=[CH:7][CH:6]=2)[CH2:3][CH2:2]1.[OH-].[Na+]. (5) Given the product [CH3:11][C:4]([CH3:12])([CH2:3][C:2]([F:14])([F:13])[F:1])[C:5](=[O:6])[CH2:15][C:16]1[CH:21]=[CH:20][CH:19]=[CH:18][CH:17]=1, predict the reactants needed to synthesize it. The reactants are: [F:1][C:2]([F:14])([F:13])[CH2:3][C:4]([CH3:12])([CH3:11])[C:5](N(C)OC)=[O:6].[CH2:15]([Mg]Cl)[C:16]1[CH:21]=[CH:20][CH:19]=[CH:18][CH:17]=1. (6) Given the product [CH2:33]([S:41][C:40]([CH:11]1[CH2:10][C:9]2[C:4](=[CH:5][CH:6]=[C:7]([C:12]3[CH:13]=[CH:14][C:15]([C:18]([F:20])([F:19])[F:21])=[CH:16][CH:17]=3)[CH:8]=2)[N:3]([C:22]([O:24][C:25]([CH3:28])([CH3:27])[CH3:26])=[O:23])[C:2]1=[O:1])=[O:39])[CH3:35], predict the reactants needed to synthesize it. The reactants are: [O:1]=[C:2]1[CH2:11][CH2:10][C:9]2[C:4](=[CH:5][CH:6]=[C:7]([C:12]3[CH:17]=[CH:16][C:15]([C:18]([F:21])([F:20])[F:19])=[CH:14][CH:13]=3)[CH:8]=2)[N:3]1[C:22]([O:24][C:25]([CH3:28])([CH3:27])[CH3:26])=[O:23].C([N-][CH:33]([CH3:35])C)(C)C.[Li+].C([O:39][C:40](Cl)=[S:41])C.Cl.